Dataset: Forward reaction prediction with 1.9M reactions from USPTO patents (1976-2016). Task: Predict the product of the given reaction. (1) Given the reactants [C:1]([C:4]1[C:9]([C:10]2[CH:15]=[CH:14][CH:13]=[C:12]([Cl:16])[CH:11]=2)=[N:8][N:7]([CH2:17][CH3:18])[C:6](=[O:19])[C:5]=1[N+:20]([O-])=O)(=[O:3])[CH3:2].N[C:24]1[CH:25]=[CH:26][CH:27]=[C:28]2[C:33]=1[N:32]=[CH:31][CH:30]=[CH:29]2, predict the reaction product. The product is: [C:1]([C:4]1[C:9]([C:10]2[CH:15]=[CH:14][CH:13]=[C:12]([Cl:16])[CH:11]=2)=[N:8][N:7]([CH2:17][CH3:18])[C:6](=[O:19])[C:5]=1[NH:20][C:24]1[CH:25]=[CH:26][CH:27]=[C:28]2[C:33]=1[N:32]=[CH:31][CH:30]=[CH:29]2)(=[O:3])[CH3:2]. (2) The product is: [C:1]([C:5]1[N:6]=[C:7]2[C:12]([C:13]([F:16])([F:15])[F:14])=[CH:11][CH:10]=[CH:9][N:8]2[C:17]=1[C:18]1[CH:19]=[C:20]([CH:21]=[CH:22][CH:23]=1)[O:24][C:26]1[CH:27]=[C:28]([S:32]([CH2:35][CH2:36][CH2:37][OH:38])(=[O:34])=[O:33])[CH:29]=[CH:30][CH:31]=1)([CH3:4])([CH3:2])[CH3:3]. Given the reactants [C:1]([C:5]1[N:6]=[C:7]2[C:12]([C:13]([F:16])([F:15])[F:14])=[CH:11][CH:10]=[CH:9][N:8]2[C:17]=1[C:18]1[CH:19]=[C:20]([OH:24])[CH:21]=[CH:22][CH:23]=1)([CH3:4])([CH3:3])[CH3:2].Br[C:26]1[CH:27]=[C:28]([S:32]([CH2:35][CH2:36][CH2:37][OH:38])(=[O:34])=[O:33])[CH:29]=[CH:30][CH:31]=1, predict the reaction product. (3) Given the reactants Br[C:2]1[CH:3]=[C:4]([N+:25]([O-:27])=[O:26])[C:5]2[N:9]=[C:8]([CH:10]([CH3:12])[CH3:11])[N:7]([CH2:13][C:14]3[C:23]4[C:18](=[CH:19][CH:20]=[CH:21][CH:22]=4)[CH:17]=[CH:16][CH:15]=3)[C:6]=2[CH:24]=1.[NH:28]1[CH2:33][CH2:32][O:31][CH2:30][CH2:29]1.C([O-])([O-])=O.[Cs+].[Cs+].CC(C1C=C(C(C)C)C(C2C=CC=CC=2P(C2CCCCC2)C2CCCCC2)=C(C(C)C)C=1)C, predict the reaction product. The product is: [CH3:11][CH:10]([C:8]1[N:7]([CH2:13][C:14]2[C:23]3[C:18](=[CH:19][CH:20]=[CH:21][CH:22]=3)[CH:17]=[CH:16][CH:15]=2)[C:6]2[CH:24]=[C:2]([N:28]3[CH2:33][CH2:32][O:31][CH2:30][CH2:29]3)[CH:3]=[C:4]([N+:25]([O-:27])=[O:26])[C:5]=2[N:9]=1)[CH3:12]. (4) Given the reactants [CH2:1]([O:8][C:9]([C:11]1[CH:16]([C:17]2[CH:22]=[CH:21][C:20]([F:23])=[C:19]([F:24])[CH:18]=2)[NH:15][C:14]([O:25][CH3:26])=[N:13][C:12]=1[CH2:27][CH3:28])=[O:10])[C:2]1[CH:7]=[CH:6][CH:5]=[CH:4][CH:3]=1.Cl[C:30]([O:32][C:33]1[CH:38]=[CH:37][C:36]([N+:39]([O-:41])=[O:40])=[CH:35][CH:34]=1)=[O:31], predict the reaction product. The product is: [CH2:1]([O:8][C:9]([C:11]1[CH:16]([C:17]2[CH:22]=[CH:21][C:20]([F:23])=[C:19]([F:24])[CH:18]=2)[N:15]([C:30]([O:32][C:33]2[CH:34]=[CH:35][C:36]([N+:39]([O-:41])=[O:40])=[CH:37][CH:38]=2)=[O:31])[C:14]([O:25][CH3:26])=[N:13][C:12]=1[CH2:27][CH3:28])=[O:10])[C:2]1[CH:7]=[CH:6][CH:5]=[CH:4][CH:3]=1.